Dataset: Full USPTO retrosynthesis dataset with 1.9M reactions from patents (1976-2016). Task: Predict the reactants needed to synthesize the given product. Given the product [CH:48]1([CH2:51][C:52]([N:25]2[CH2:26][CH2:27][CH:22]([O:21][C:18]3[CH:19]=[CH:20][C:15]([NH:14][C:7]4[C:6]5[C:11](=[CH:12][CH:13]=[C:4]([O:3][CH3:2])[CH:5]=5)[N:10]=[CH:9][N:8]=4)=[CH:16][C:17]=3[CH3:28])[CH2:23][CH2:24]2)=[O:53])[CH2:50][CH2:49]1, predict the reactants needed to synthesize it. The reactants are: Cl.[CH3:2][O:3][C:4]1[CH:5]=[C:6]2[C:11](=[CH:12][CH:13]=1)[N:10]=[CH:9][N:8]=[C:7]2[NH:14][C:15]1[CH:20]=[CH:19][C:18]([O:21][CH:22]2[CH2:27][CH2:26][NH:25][CH2:24][CH2:23]2)=[C:17]([CH3:28])[CH:16]=1.C(N(CC)CC)C.C1N=CN(C(N2C=NC=C2)=O)C=1.[CH:48]1([CH2:51][C:52](O)=[O:53])[CH2:50][CH2:49]1.